From a dataset of Reaction yield outcomes from USPTO patents with 853,638 reactions. Predict the reaction yield, written as a fraction of the theoretical maximum amount of product (1.0 means a 100% yield; for example, 0.34 means a 34% yield). (1) The reactants are [Cl:1][C:2]1[CH:10]=[C:9]2[C:5]([C:6]([C:12]3[N:13]=[C:14]4[C:20]([CH:21]=[O:22])=[CH:19][N:18]([CH2:23][O:24][CH2:25][CH2:26][Si:27]([CH3:30])([CH3:29])[CH3:28])[C:15]4=[N:16][CH:17]=3)=[N:7][N:8]2[CH3:11])=[CH:4][CH:3]=1.S(=O)(=O)([OH:33])N.Cl([O-])=O.[Na+].P([O-])(O)(O)=O.[K+]. The catalyst is O1CCOCC1.O. The product is [Cl:1][C:2]1[CH:10]=[C:9]2[C:5]([C:6]([C:12]3[N:13]=[C:14]4[C:20]([C:21]([OH:33])=[O:22])=[CH:19][N:18]([CH2:23][O:24][CH2:25][CH2:26][Si:27]([CH3:30])([CH3:29])[CH3:28])[C:15]4=[N:16][CH:17]=3)=[N:7][N:8]2[CH3:11])=[CH:4][CH:3]=1. The yield is 0.840. (2) The reactants are [F:1][C:2]1[CH:3]=[C:4]([C:14](=O)[CH3:15])[CH:5]=[N:6][C:7]=1[O:8][CH2:9][C:10]([F:13])([F:12])[F:11].[CH3:17][C:18]([S@:21]([NH2:23])=[O:22])([CH3:20])[CH3:19]. No catalyst specified. The product is [F:1][C:2]1[CH:3]=[C:4]([CH:14]([NH:23][S@@:21]([C:18]([CH3:20])([CH3:19])[CH3:17])=[O:22])[CH3:15])[CH:5]=[N:6][C:7]=1[O:8][CH2:9][C:10]([F:13])([F:12])[F:11]. The yield is 0.780. (3) The reactants are [Cl:1][C:2]1[CH:19]=[C:18]([F:20])[CH:17]=[CH:16][C:3]=1[C:4]([NH:6][C:7]1[CH:12]=[CH:11][CH:10]=[C:9]([N+:13]([O-])=O)[CH:8]=1)=[O:5].O.O.Cl[Sn]Cl.Cl.[OH-].[NH4+]. The catalyst is C(O)C. The product is [NH2:13][C:9]1[CH:8]=[C:7]([NH:6][C:4](=[O:5])[C:3]2[CH:16]=[CH:17][C:18]([F:20])=[CH:19][C:2]=2[Cl:1])[CH:12]=[CH:11][CH:10]=1. The yield is 0.690. (4) The reactants are [F:1][C:2]1[CH:7]=[C:6]([F:8])[CH:5]=[CH:4][C:3]=1[C:9]1[CH:17]=[CH:16][CH:15]=[C:14]2[C:10]=1[CH:11]=[CH:12][NH:13]2.C([OH:20])C.C(O)(=O)C.[Br-].[Br-].[Br-].[NH+]1C=CC=CC=1.[NH+]1C=CC=CC=1.[NH+]1C=CC=CC=1. The catalyst is CC(O)(C)C.[Zn]. The product is [F:1][C:2]1[CH:7]=[C:6]([F:8])[CH:5]=[CH:4][C:3]=1[C:9]1[CH:17]=[CH:16][CH:15]=[C:14]2[C:10]=1[CH2:11][C:12](=[O:20])[NH:13]2. The yield is 0.750.